From a dataset of Catalyst prediction with 721,799 reactions and 888 catalyst types from USPTO. Predict which catalyst facilitates the given reaction. (1) Reactant: [C:1]([CH2:3][CH2:4][CH2:5][O:6][C:7]1[CH:8]=[C:9]2[C:13](=[C:14]([C:16]([NH2:18])=[O:17])[CH:15]=1)[NH:12][CH:11]=[C:10]2[CH:19]1[CH2:24][CH2:23][N:22]([S:25]([CH2:28][CH3:29])(=[O:27])=[O:26])[CH2:21][CH2:20]1)#[N:2].CC[OH:32].O. Product: [NH2:2][C:1](=[O:32])[CH2:3][CH2:4][CH2:5][O:6][C:7]1[CH:8]=[C:9]2[C:13](=[C:14]([C:16]([NH2:18])=[O:17])[CH:15]=1)[NH:12][CH:11]=[C:10]2[CH:19]1[CH2:24][CH2:23][N:22]([S:25]([CH2:28][CH3:29])(=[O:27])=[O:26])[CH2:21][CH2:20]1. The catalyst class is: 25. (2) Reactant: [Br:1][C:2]1[C:13]([CH3:14])=[CH:12][C:5]([O:6][CH2:7][CH:8]2[CH2:11][NH:10][CH2:9]2)=[CH:4][C:3]=1[CH3:15].CCN(C(C)C)C(C)C.[CH3:25][S:26](Cl)(=[O:28])=[O:27]. Product: [Br:1][C:2]1[C:13]([CH3:14])=[CH:12][C:5]([O:6][CH2:7][CH:8]2[CH2:11][N:10]([S:26]([CH3:25])(=[O:28])=[O:27])[CH2:9]2)=[CH:4][C:3]=1[CH3:15]. The catalyst class is: 4. (3) Reactant: C[Si]([N-][Si](C)(C)C)(C)C.[K+].[Br:11][C:12]1[CH:17]=[CH:16][C:15]([CH:18]([CH2:26][NH:27][C:28]([O:30][C:31]([CH3:34])([CH3:33])[CH3:32])=[O:29])[CH2:19][CH2:20]OS(C)(=O)=O)=[C:14]([CH3:35])[CH:13]=1. Product: [C:31]([O:30][C:28]([N:27]1[CH2:20][CH2:19][CH:18]([C:15]2[CH:16]=[CH:17][C:12]([Br:11])=[CH:13][C:14]=2[CH3:35])[CH2:26]1)=[O:29])([CH3:34])([CH3:33])[CH3:32]. The catalyst class is: 1. (4) Reactant: [Br:1][C:2]1[CH:3]=[CH:4][C:5]2[O:14][CH2:13][CH2:12][N:11]3[C:7](=[N:8][C:9]([C:15](Cl)=[O:16])=[CH:10]3)[C:6]=2[CH:18]=1.[NH3:19]. Product: [Br:1][C:2]1[CH:3]=[CH:4][C:5]2[O:14][CH2:13][CH2:12][N:11]3[C:7](=[N:8][C:9]([C:15]([NH2:19])=[O:16])=[CH:10]3)[C:6]=2[CH:18]=1. The catalyst class is: 7.